Dataset: Full USPTO retrosynthesis dataset with 1.9M reactions from patents (1976-2016). Task: Predict the reactants needed to synthesize the given product. (1) Given the product [Br:53][C:35]1[C:36](=[O:52])[N:37]([C:41]2[CH:42]=[C:43]([CH:48]=[CH:49][C:50]=2[CH3:51])[C:44]([O:46][CH3:47])=[O:45])[C:38]([CH3:40])=[CH:39][C:34]=1[O:33][CH2:32][C:31]1[CH:54]=[CH:55][C:56]([F:58])=[CH:57][C:30]=1[CH2:29][NH:28][C:18]([NH:10][C:8]1[N:7]([C:11]2[CH:12]=[CH:13][C:14]([CH3:17])=[CH:15][CH:16]=2)[N:6]=[C:5]([C:1]([CH3:4])([CH3:3])[CH3:2])[CH:9]=1)=[O:19], predict the reactants needed to synthesize it. The reactants are: [C:1]([C:5]1[CH:9]=[C:8]([NH2:10])[N:7]([C:11]2[CH:16]=[CH:15][C:14]([CH3:17])=[CH:13][CH:12]=2)[N:6]=1)([CH3:4])([CH3:3])[CH3:2].[C:18](=O)([O-])[O-:19].[Na+].[Na+].C(Cl)(Cl)=O.[NH2:28][CH2:29][C:30]1[CH:57]=[C:56]([F:58])[CH:55]=[CH:54][C:31]=1[CH2:32][O:33][C:34]1[CH:39]=[C:38]([CH3:40])[N:37]([C:41]2[CH:42]=[C:43]([CH:48]=[CH:49][C:50]=2[CH3:51])[C:44]([O:46][CH3:47])=[O:45])[C:36](=[O:52])[C:35]=1[Br:53]. (2) Given the product [NH:8]1[C:5]2=[N:6][CH:7]=[C:2]([C:19]3[CH:24]=[CH:23][N:22]=[C:21]([NH:25][C:26](=[O:28])[CH3:27])[CH:20]=3)[CH:3]=[C:4]2[CH:10]=[N:9]1, predict the reactants needed to synthesize it. The reactants are: Br[C:2]1[CH:3]=[C:4]2[CH:10]=[N:9][NH:8][C:5]2=[N:6][CH:7]=1.CC1(C)C(C)(C)OB([C:19]2[CH:24]=[CH:23][N:22]=[C:21]([NH:25][C:26](=[O:28])[CH3:27])[CH:20]=2)O1.P([O-])([O-])([O-])=O.[K+].[K+].[K+].COCCOC. (3) Given the product [CH3:1][C:2]1([CH3:9])[CH2:7][CH:6]([CH:12]=[O:13])[C:5](=[O:8])[CH2:4][CH2:3]1, predict the reactants needed to synthesize it. The reactants are: [CH3:1][C:2]1([CH3:9])[CH2:7][CH2:6][C:5](=[O:8])[CH2:4][CH2:3]1.C(O)(=O)C[C:12](CC(O)=O)(C(O)=O)[OH:13].